The task is: Predict which catalyst facilitates the given reaction.. This data is from Catalyst prediction with 721,799 reactions and 888 catalyst types from USPTO. (1) Reactant: [F:1][C:2]1[CH:7]=[CH:6][N:5]=[C:4]2[NH:8][C:9]([CH3:11])=[CH:10][C:3]=12.[H-].[Na+].Cl[Si:15]([CH:22]([CH3:24])[CH3:23])([CH:19]([CH3:21])[CH3:20])[CH:16]([CH3:18])[CH3:17].[Cl-].[NH4+]. Product: [F:1][C:2]1[CH:7]=[CH:6][N:5]=[C:4]2[N:8]([Si:15]([CH:22]([CH3:24])[CH3:23])([CH:19]([CH3:21])[CH3:20])[CH:16]([CH3:18])[CH3:17])[C:9]([CH3:11])=[CH:10][C:3]=12. The catalyst class is: 56. (2) Reactant: I[C:2]1[CH:7]=[CH:6][C:5]([S:8]([NH:11][C:12]([CH3:16])([C:14]#[CH:15])[CH3:13])(=[O:10])=[O:9])=[CH:4][CH:3]=1.[CH:17]([O:20][C:21]1[CH:26]=[CH:25][C:24](B(O)O)=[CH:23][CH:22]=1)([CH3:19])[CH3:18].C([O-])([O-])=O.[Na+].[Na+]. Product: [CH:17]([O:20][C:21]1[CH:26]=[CH:25][C:24]([C:2]2[CH:7]=[CH:6][C:5]([S:8]([NH:11][C:12]([CH3:16])([C:14]#[CH:15])[CH3:13])(=[O:10])=[O:9])=[CH:4][CH:3]=2)=[CH:23][CH:22]=1)([CH3:19])[CH3:18]. The catalyst class is: 104. (3) Reactant: [C:1]([C:3]1[CH:8]=[CH:7][CH:6]=[CH:5][C:4]=1[CH:9]1[CH2:11][CH:10]1[C:12](N(OC)C)=[O:13])#[N:2].[H-].[H-].[H-].[H-].[Li+].[Al+3]. Product: [CH:12]([CH:10]1[CH2:11][CH:9]1[C:4]1[CH:5]=[CH:6][CH:7]=[CH:8][C:3]=1[C:1]#[N:2])=[O:13]. The catalyst class is: 1. (4) Reactant: C(OC([N:8]1[CH2:20][C:19]2[S:18][C:17]3[N:16]=[C:15]([CH3:21])[C:14]([C:22](=[O:24])[CH3:23])=[C:13]([C:25]4[CH:30]=[CH:29][CH:28]=[CH:27][CH:26]=4)[C:12]=3[C:11]=2[CH2:10][CH2:9]1)=O)(C)(C)C.FC(F)(F)C(O)=O.C([O-])(O)=O.[Na+]. Product: [CH3:21][C:15]1[C:14]([C:22](=[O:24])[CH3:23])=[C:13]([C:25]2[CH:30]=[CH:29][CH:28]=[CH:27][CH:26]=2)[C:12]2[C:11]3[CH2:10][CH2:9][NH:8][CH2:20][C:19]=3[S:18][C:17]=2[N:16]=1. The catalyst class is: 4. (5) Reactant: [F:1][C:2]1[CH:7]=[CH:6][C:5]([C:8]2[NH:12][N:11]=[C:10]([NH:13][C:14]([NH:16][C:17](=[O:23])[CH2:18][C:19]([CH3:22])([CH3:21])[CH3:20])=S)[CH:9]=2)=[CH:4][CH:3]=1.CN(C)CCCN=C=NCC.[C:35]([NH2:39])([CH3:38])([CH3:37])[CH3:36]. Product: [C:35]([NH:39]/[C:14](/[NH:13][C:10]1[CH:9]=[C:8]([C:5]2[CH:6]=[CH:7][C:2]([F:1])=[CH:3][CH:4]=2)[NH:12][N:11]=1)=[N:16]/[C:17](=[O:23])[CH2:18][C:19]([CH3:22])([CH3:21])[CH3:20])([CH3:38])([CH3:37])[CH3:36]. The catalyst class is: 7. (6) Reactant: [H-].[Na+].[Br:3][C:4]1[CH:5]=[N:6][NH:7][C:8]=1[C:9]1[CH:14]=[CH:13][C:12]([CH3:15])=[CH:11][C:10]=1[Cl:16].[CH3:17]I. Product: [Br:3][C:4]1[CH:5]=[N:6][N:7]([CH3:17])[C:8]=1[C:9]1[CH:14]=[CH:13][C:12]([CH3:15])=[CH:11][C:10]=1[Cl:16]. The catalyst class is: 39.